This data is from Drug-target binding data from BindingDB using IC50 measurements. The task is: Regression. Given a target protein amino acid sequence and a drug SMILES string, predict the binding affinity score between them. We predict pIC50 (pIC50 = -log10(IC50 in M); higher means more potent). Dataset: bindingdb_ic50. The compound is COc1cc(Cc2cnc(N)nc2N)c2cc(Cc3c(C(=O)N(C)C)[nH]c4ccc(Cl)cc34)oc2c1OC. The target protein (Q54801) has sequence MTKKIVAIWAQDEEGVIGKENRLPWHLPAELQHFKETTLNHAILMGRVTFDGMGRRLLPKRETLILTRNPEEKIDGVATFQDVQSVLDWYQAQEKNLYIIGGKQIFQAFEPYLDEVIVTHIHARVEGDTYFPEELDLSLFETVSSKFYAKDEKNPYDFTIQYRKRKEV. The pIC50 is 7.3.